Task: Predict the reaction yield, written as a fraction of the theoretical maximum amount of product (1.0 means a 100% yield; for example, 0.34 means a 34% yield).. Dataset: Reaction yield outcomes from USPTO patents with 853,638 reactions (1) The reactants are Cl[C:2]1[CH:7]=[CH:6][N:5]=[C:4]([N:8]2[CH2:19][CH2:18][N:17]3[C:10](=[CH:11][C:12]4[CH2:13][C:14]([CH3:21])([CH3:20])[CH2:15][C:16]=43)[C:9]2=[O:22])[C:3]=1[CH:23]=[O:24].[CH3:25][N:26]1[C:31](=[O:32])[C:30]([NH:33][C:34]2[CH:46]=[C:37]3[CH2:38][N:39]([CH:42]4[CH2:45][O:44][CH2:43]4)[CH2:40][CH2:41][N:36]3[N:35]=2)=[CH:29][C:28](B(O)O)=[CH:27]1.[O-]P([O-])([O-])=O.[K+].[K+].[K+].O.O.O.C([O-])(=O)C.[Na+]. The catalyst is O.C1C=CC(P(C2C=CC=CC=2)[C-]2C=CC=C2)=CC=1.C1C=CC(P(C2C=CC=CC=2)[C-]2C=CC=C2)=CC=1.Cl[Pd]Cl.[Fe+2].C(#N)C. The product is [CH3:20][C:14]1([CH3:21])[CH2:13][C:12]2[CH:11]=[C:10]3[N:17]([CH2:18][CH2:19][N:8]([C:4]4[C:3]([CH:23]=[O:24])=[C:2]([C:28]5[CH:29]=[C:30]([NH:33][C:34]6[CH:46]=[C:37]7[CH2:38][N:39]([CH:42]8[CH2:45][O:44][CH2:43]8)[CH2:40][CH2:41][N:36]7[N:35]=6)[C:31](=[O:32])[N:26]([CH3:25])[CH:27]=5)[CH:7]=[CH:6][N:5]=4)[C:9]3=[O:22])[C:16]=2[CH2:15]1. The yield is 0.310. (2) The reactants are [CH:1]([N:4]1[CH2:9][CH2:8][N:7]([C:10]([C:12]2[CH:13]=[C:14]3[C:18](=[CH:19][CH:20]=2)[NH:17][C:16]([C:21]([N:23]2[CH2:28][CH2:27][N:26]([S:29]([N:32]4[CH2:37][CH2:36][CH2:35][CH2:34][CH2:33]4)(=[O:31])=[O:30])[CH2:25][CH2:24]2)=[O:22])=[CH:15]3)=[O:11])[CH2:6][CH2:5]1)([CH3:3])[CH3:2].CS(O[CH2:43][C:44]([F:47])([F:46])[F:45])(=O)=O. No catalyst specified. The product is [CH:1]([N:4]1[CH2:9][CH2:8][N:7]([C:10]([C:12]2[CH:13]=[C:14]3[C:18](=[CH:19][CH:20]=2)[N:17]([CH2:43][C:44]([F:47])([F:46])[F:45])[C:16]([C:21]([N:23]2[CH2:28][CH2:27][N:26]([S:29]([N:32]4[CH2:37][CH2:36][CH2:35][CH2:34][CH2:33]4)(=[O:31])=[O:30])[CH2:25][CH2:24]2)=[O:22])=[CH:15]3)=[O:11])[CH2:6][CH2:5]1)([CH3:3])[CH3:2]. The yield is 0.860.